This data is from Peptide-MHC class I binding affinity with 185,985 pairs from IEDB/IMGT. The task is: Regression. Given a peptide amino acid sequence and an MHC pseudo amino acid sequence, predict their binding affinity value. This is MHC class I binding data. (1) The MHC is HLA-B07:02 with pseudo-sequence HLA-B07:02. The binding affinity (normalized) is 0.698. The peptide sequence is TPTWNRKEL. (2) The peptide sequence is STTVKAACWW. The binding affinity (normalized) is 0. The MHC is HLA-B35:03 with pseudo-sequence HLA-B35:03. (3) The peptide sequence is RPMTFKAAV. The MHC is HLA-B53:01 with pseudo-sequence HLA-B53:01. The binding affinity (normalized) is 0.0703. (4) The peptide sequence is LMPLARFWL. The MHC is HLA-A02:01 with pseudo-sequence HLA-A02:01. The binding affinity (normalized) is 0.570. (5) The peptide sequence is GLIPQWVTL. The MHC is HLA-A02:01 with pseudo-sequence HLA-A02:01. The binding affinity (normalized) is 1.00. (6) The peptide sequence is TAAIMLASY. The MHC is HLA-A26:01 with pseudo-sequence HLA-A26:01. The binding affinity (normalized) is 0.338. (7) The peptide sequence is ADLRFASEF. The MHC is HLA-A01:01 with pseudo-sequence HLA-A01:01. The binding affinity (normalized) is 0.0847. (8) The peptide sequence is HGYSFDQL. The MHC is H-2-Db with pseudo-sequence H-2-Db. The binding affinity (normalized) is 0. (9) The peptide sequence is RTSKAALER. The MHC is HLA-A30:02 with pseudo-sequence HLA-A30:02. The binding affinity (normalized) is 0.